Dataset: Full USPTO retrosynthesis dataset with 1.9M reactions from patents (1976-2016). Task: Predict the reactants needed to synthesize the given product. (1) Given the product [Br:1][C:2]1[CH:3]=[C:4]([CH:8]=[CH:9][C:10]=1[Cl:11])[CH2:5][OH:6], predict the reactants needed to synthesize it. The reactants are: [Br:1][C:2]1[CH:3]=[C:4]([CH:8]=[CH:9][C:10]=1[Cl:11])[C:5](O)=[O:6].B.CO. (2) Given the product [CH2:22]([N:4]([CH2:1][CH2:2][CH3:3])[C:5]([C:7]1[CH:8]=[C:9]([CH:14]=[C:15]([C:17]2[NH:21][CH:20]=[CH:19][N:18]=2)[CH:16]=1)[C:10]([OH:12])=[O:11])=[O:6])[CH2:23][CH3:24], predict the reactants needed to synthesize it. The reactants are: [CH2:1]([N:4]([CH2:22][CH2:23][CH3:24])[C:5]([C:7]1[CH:8]=[C:9]([CH:14]=[C:15]([C:17]2[NH:18][CH:19]=[CH:20][N:21]=2)[CH:16]=1)[C:10]([O:12]C)=[O:11])=[O:6])[CH2:2][CH3:3].[OH-].[Li+]. (3) Given the product [CH2:1]([CH:8]1[C:14](=[O:15])[CH:13]([NH2:16])[CH:12]2[CH2:18][CH:9]1[CH2:10][CH2:11]2)[C:2]1[CH:7]=[CH:6][CH:5]=[CH:4][N:3]=1, predict the reactants needed to synthesize it. The reactants are: [CH2:1]([CH:8]1[C:14](=[O:15])[C:13](=[N:16]O)[CH:12]2[CH2:18][CH:9]1[CH2:10][CH2:11]2)[C:2]1[CH:7]=[CH:6][CH:5]=[CH:4][N:3]=1.Cl.[H][H].